From a dataset of Catalyst prediction with 721,799 reactions and 888 catalyst types from USPTO. Predict which catalyst facilitates the given reaction. (1) Reactant: [O:1]([C:8]1[CH:28]=[CH:27][C:11]([O:12][CH2:13][CH2:14][CH2:15][O:16][C:17]2[CH:18]=[C:19]([S:23]([NH2:26])(=[O:25])=[O:24])[CH:20]=[CH:21][CH:22]=2)=[C:10]([CH2:29][CH2:30][CH3:31])[CH:9]=1)[C:2]1[CH:7]=[CH:6][CH:5]=[CH:4][CH:3]=1.C(=O)([O-])[O-].[K+].[K+].[CH:38]1([N:44]=[C:45]=[O:46])[CH2:43][CH2:42][CH2:41][CH2:40][CH2:39]1. Product: [CH:38]1([NH:44][C:45]([NH:26][S:23]([C:19]2[CH:20]=[CH:21][CH:22]=[C:17]([O:16][CH2:15][CH2:14][CH2:13][O:12][C:11]3[CH:27]=[CH:28][C:8]([O:1][C:2]4[CH:7]=[CH:6][CH:5]=[CH:4][CH:3]=4)=[CH:9][C:10]=3[CH2:29][CH2:30][CH3:31])[CH:18]=2)(=[O:24])=[O:25])=[O:46])[CH2:43][CH2:42][CH2:41][CH2:40][CH2:39]1. The catalyst class is: 21. (2) Reactant: [Cl:1][C:2]1[CH:41]=[CH:40][C:5]([CH2:6][NH:7][C:8]2[N:13]=[C:12]([C:14]3[C:22]4[C:17](=[N:18][C:19]([NH:23][CH2:24][CH2:25][N:26]5[CH2:31][CH2:30][O:29][CH2:28][CH2:27]5)=[N:20][CH:21]=4)[N:16](COCC[Si](C)(C)C)[N:15]=3)[CH:11]=[CH:10][CH:9]=2)=[CH:4][CH:3]=1.C(O)(C(F)(F)F)=O.C([O-])(O)=O.[Na+]. Product: [Cl:1][C:2]1[CH:3]=[CH:4][C:5]([CH2:6][NH:7][C:8]2[N:13]=[C:12]([C:14]3[C:22]4[C:17](=[N:18][C:19]([NH:23][CH2:24][CH2:25][N:26]5[CH2:27][CH2:28][O:29][CH2:30][CH2:31]5)=[N:20][CH:21]=4)[NH:16][N:15]=3)[CH:11]=[CH:10][CH:9]=2)=[CH:40][CH:41]=1. The catalyst class is: 4. (3) Reactant: [Br:1][C:2]1[C:3]([C:14](=[S:16])[NH2:15])=[CH:4][C:5]([NH:8][C:9]([NH:11][CH2:12][CH3:13])=[O:10])=[N:6][CH:7]=1.Br[CH2:18][C:19](=O)[CH2:20][CH3:21]. Product: [Br:1][C:2]1[C:3]([C:14]2[S:16][CH:18]=[C:19]([CH2:20][CH3:21])[N:15]=2)=[CH:4][C:5]([NH:8][C:9]([NH:11][CH2:12][CH3:13])=[O:10])=[N:6][CH:7]=1. The catalyst class is: 8. (4) Reactant: Cl[C:2]1[CH:3]=[C:4]([CH:9]=[CH:10][CH:11]=1)[C:5]([O:7]O)=O.C(O[C:20]1([CH3:29])[C:25]([CH3:26])=[N:24][CH:23]=[CH:22][CH:21]1[O:27][CH3:28])C1C=CC=CC=1.[OH2:30]. Product: [CH2:5]([O:7][C:22]1[C:21]([O:27][CH3:28])=[C:20]([CH3:29])[C:25]([CH3:26])=[N+:24]([O-:30])[CH:23]=1)[C:4]1[CH:3]=[CH:2][CH:11]=[CH:10][CH:9]=1. The catalyst class is: 4. (5) Reactant: [CH3:1][N:2]1[CH2:7][CH2:6][N:5]([C:8]2[CH:13]=[CH:12][C:11]([C:14]3[CH:19]=[CH:18][N:17]=[C:16]([NH2:20])[CH:15]=3)=[CH:10][CH:9]=2)[CH2:4][CH2:3]1.C([O-])(O)=O.[Na+].Cl[CH2:27][CH:28]=O.O. Product: [CH3:1][N:2]1[CH2:7][CH2:6][N:5]([C:8]2[CH:9]=[CH:10][C:11]([C:14]3[CH:19]=[CH:18][N:17]4[CH:27]=[CH:28][N:20]=[C:16]4[CH:15]=3)=[CH:12][CH:13]=2)[CH2:4][CH2:3]1. The catalyst class is: 14. (6) Reactant: [C:1]([O:5][C:6]([NH:8][C:9]1[CH:14]=[C:13]([CH3:15])[CH:12]=[CH:11][N:10]=1)=[O:7])([CH3:4])([CH3:3])[CH3:2].[CH2:16]([Li])[CH2:17][CH2:18][CH3:19].[CH3:21][CH2:22][CH2:23]CCC.[OH2:27].C([O:31][CH:32](C)C)(C)C. Product: [C:1]([O:5][C:6]([NH:8][C:9]1[CH:14]=[C:13]([CH2:15][C:16]([C:17]2[CH:21]=[CH:22][C:23]([O:31][CH3:32])=[CH:19][CH:18]=2)=[O:27])[CH:12]=[CH:11][N:10]=1)=[O:7])([CH3:4])([CH3:3])[CH3:2]. The catalyst class is: 7. (7) Reactant: Cl.C(N=C=NCCCN(C)C)C.[O:13]=[C:14]1[N:19]([C:20]2[CH:25]=[CH:24][C:23]([O:26][CH2:27][C:28]([F:31])([F:30])[F:29])=[CH:22][CH:21]=2)[C:18]([S:32][CH2:33][CH2:34][CH2:35][C:36]([OH:38])=O)=[N:17][C:16]2[CH:39]=[CH:40][NH:41][C:15]1=2.[NH:42]1[CH2:47][CH2:46][S:45][CH2:44][CH2:43]1.ON1C2C=CC=CC=2N=N1. Product: [O:38]=[C:36]([N:42]1[CH2:47][CH2:46][S:45][CH2:44][CH2:43]1)[CH2:35][CH2:34][CH2:33][S:32][C:18]1[N:19]([C:20]2[CH:25]=[CH:24][C:23]([O:26][CH2:27][C:28]([F:31])([F:30])[F:29])=[CH:22][CH:21]=2)[C:14](=[O:13])[C:15]2[NH:41][CH:40]=[CH:39][C:16]=2[N:17]=1. The catalyst class is: 9. (8) Reactant: [C:1]1([C:7]2[C:8]([NH2:12])=[N:9][NH:10][CH:11]=2)[CH:6]=[CH:5][CH:4]=[CH:3][CH:2]=1.C(O/[C:17](/[C:26]([O-:28])=[O:27])=[C:18](/[O:22]C(=O)C)\[C:19]([O-:21])=O)(=O)C.[C:29]1(C)C=CC(S(O)(=O)=O)=CC=1.C(O)C. Product: [CH3:29][O:28][C:26]([C:17]1[N:12]=[C:8]2[C:7]([C:1]3[CH:2]=[CH:3][CH:4]=[CH:5][CH:6]=3)=[CH:11][NH:10][N:9]2[C:19](=[O:21])[C:18]=1[OH:22])=[O:27]. The catalyst class is: 32. (9) Reactant: Br[CH2:2][CH2:3][NH:4][S:5]([C:8]1[CH:13]=[CH:12][C:11]([F:14])=[CH:10][CH:9]=1)(=[O:7])=[O:6].[C:15]([O:19][C:20]([N:22]1[CH2:29][CH:28]2[O:30][CH:24]([CH2:25][NH:26][CH2:27]2)[CH2:23]1)=[O:21])([CH3:18])([CH3:17])[CH3:16].C([O-])([O-])=O.[K+].[K+]. Product: [C:15]([O:19][C:20]([N:22]1[CH2:23][CH:24]2[O:30][CH:28]([CH2:27][N:26]([CH2:2][CH2:3][NH:4][S:5]([C:8]3[CH:13]=[CH:12][C:11]([F:14])=[CH:10][CH:9]=3)(=[O:7])=[O:6])[CH2:25]2)[CH2:29]1)=[O:21])([CH3:18])([CH3:16])[CH3:17]. The catalyst class is: 10. (10) Reactant: [CH2:1]([N:8]1[C:16]2[C:11](=[CH:12][CH:13]=[C:14]([OH:17])[CH:15]=2)[C:10]([C:18]([NH:20][CH2:21][C:22]2[CH:27]=[CH:26][C:25]([F:28])=[C:24]([F:29])[CH:23]=2)=[O:19])=[C:9]1[CH:30]([CH3:32])[CH3:31])[C:2]1[CH:7]=[CH:6][CH:5]=[CH:4][CH:3]=1.CCN(C(C)C)C(C)C.[CH2:42](Cl)[O:43][CH3:44]. Product: [CH2:1]([N:8]1[C:16]2[C:11](=[CH:12][CH:13]=[C:14]([O:17][CH2:42][O:43][CH3:44])[CH:15]=2)[C:10]([C:18]([NH:20][CH2:21][C:22]2[CH:27]=[CH:26][C:25]([F:28])=[C:24]([F:29])[CH:23]=2)=[O:19])=[C:9]1[CH:30]([CH3:32])[CH3:31])[C:2]1[CH:7]=[CH:6][CH:5]=[CH:4][CH:3]=1. The catalyst class is: 2.